From a dataset of Reaction yield outcomes from USPTO patents with 853,638 reactions. Predict the reaction yield, written as a fraction of the theoretical maximum amount of product (1.0 means a 100% yield; for example, 0.34 means a 34% yield). (1) The reactants are [CH2:1]([N:3]1[C:12]2[C:7](=[C:8]([F:33])[C:9]([O:23][CH2:24][C:25]3[CH:30]=[CH:29][C:28]([O:31][CH3:32])=[CH:27][CH:26]=3)=[C:10]([O:13][CH2:14][C:15]3[CH:20]=[CH:19][C:18]([O:21][CH3:22])=[CH:17][CH:16]=3)[CH:11]=2)[C:6](=[O:34])[C:5]([C:35]([O:37]CC2C=CC(OC)=CC=2)=[O:36])=[CH:4]1)[CH3:2].[OH-].[K+]. The catalyst is CO.O. The product is [CH2:1]([N:3]1[C:12]2[C:7](=[C:8]([F:33])[C:9]([O:23][CH2:24][C:25]3[CH:26]=[CH:27][C:28]([O:31][CH3:32])=[CH:29][CH:30]=3)=[C:10]([O:13][CH2:14][C:15]3[CH:16]=[CH:17][C:18]([O:21][CH3:22])=[CH:19][CH:20]=3)[CH:11]=2)[C:6](=[O:34])[C:5]([C:35]([OH:37])=[O:36])=[CH:4]1)[CH3:2]. The yield is 0.910. (2) The reactants are C(O/[N:5]=[C:6](/[C:8]1[CH:9]=[C:10]([C:15]2([C:18]([O:20][CH3:21])=[O:19])[CH2:17][CH2:16]2)[CH:11]=[CH:12][C:13]=1[OH:14])\[CH3:7])(=O)C.N1C=CC=CC=1.O. The catalyst is CN(C=O)C. The product is [CH3:7][C:6]1[C:8]2[CH:9]=[C:10]([C:15]3([C:18]([O:20][CH3:21])=[O:19])[CH2:17][CH2:16]3)[CH:11]=[CH:12][C:13]=2[O:14][N:5]=1. The yield is 0.820. (3) The product is [CH3:20][CH:19]([CH3:21])[C@H:2]([NH:1][C:23]1[N:31]=[CH:30][N:29]=[C:28]2[C:24]=1[N:25]=[CH:26][NH:27]2)[C:3]([NH:5][C:6]1[C:7]([NH:12][C:13]2[CH:18]=[CH:17][CH:16]=[CH:15][CH:14]=2)=[N:8][CH:9]=[CH:10][CH:11]=1)=[O:4]. The yield is 0.680. The reactants are [NH2:1][C@@H:2]([CH:19]([CH3:21])[CH3:20])[C:3]([NH:5][C:6]1[C:7]([NH:12][C:13]2[CH:18]=[CH:17][CH:16]=[CH:15][CH:14]=2)=[N:8][CH:9]=[CH:10][CH:11]=1)=[O:4].Cl[C:23]1[N:31]=[CH:30][N:29]=[C:28]2[C:24]=1[N:25]=[CH:26][N:27]2C1CCCCO1.CCN(C(C)C)C(C)C. The catalyst is C(O)CCC. (4) The reactants are [CH3:1][O:2][C:3]1[CH:8]=[CH:7][C:6]([N:9]2[CH:13]=[C:12]([CH:14]=[O:15])[C:11]([CH2:16][N:17]3[CH2:22][CH2:21][O:20][CH2:19][CH2:18]3)=[N:10]2)=[CH:5][CH:4]=1.[CH:23]1([Mg]Br)[CH2:28][CH2:27][CH2:26][CH2:25][CH2:24]1. The catalyst is O1CCCC1. The product is [CH:23]1([CH:14]([C:12]2[C:11]([CH2:16][N:17]3[CH2:22][CH2:21][O:20][CH2:19][CH2:18]3)=[N:10][N:9]([C:6]3[CH:7]=[CH:8][C:3]([O:2][CH3:1])=[CH:4][CH:5]=3)[CH:13]=2)[OH:15])[CH2:28][CH2:27][CH2:26][CH2:25][CH2:24]1. The yield is 0.510.